Dataset: Catalyst prediction with 721,799 reactions and 888 catalyst types from USPTO. Task: Predict which catalyst facilitates the given reaction. (1) Reactant: Br[C:2]1[CH:7]=[CH:6][C:5]([C:8]([CH3:19])([CH3:18])[CH2:9][O:10][Si:11]([C:14]([CH3:17])([CH3:16])[CH3:15])([CH3:13])[CH3:12])=[CH:4][CH:3]=1.C([Li])CCC.CN(C)[CH:27]=[O:28].[Cl-].[NH4+]. Product: [Si:11]([O:10][CH2:9][C:8]([C:5]1[CH:6]=[CH:7][C:2]([CH:27]=[O:28])=[CH:3][CH:4]=1)([CH3:19])[CH3:18])([C:14]([CH3:17])([CH3:16])[CH3:15])([CH3:13])[CH3:12]. The catalyst class is: 7. (2) Reactant: [OH:1][C:2]1[CH:27]=[CH:26][C:5]([CH:6]=[N:7][C:8]2[NH:12][N:11]=[C:10]([NH:13][C:14]3[CH:19]=[CH:18][C:17]([N+:20]([O-:22])=[O:21])=[CH:16][CH:15]=3)[C:9]=2[C:23]([NH2:25])=[O:24])=[CH:4][CH:3]=1.[BH4-].[Na+]. Product: [OH:1][C:2]1[CH:3]=[CH:4][C:5]([CH2:6][NH:7][C:8]2[NH:12][N:11]=[C:10]([NH:13][C:14]3[CH:15]=[CH:16][C:17]([N+:20]([O-:22])=[O:21])=[CH:18][CH:19]=3)[C:9]=2[C:23]([NH2:25])=[O:24])=[CH:26][CH:27]=1. The catalyst class is: 5.